Dataset: Forward reaction prediction with 1.9M reactions from USPTO patents (1976-2016). Task: Predict the product of the given reaction. (1) Given the reactants [Cl:1][C:2]1[C:3]([C:10](NC)=[O:11])=[N:4][CH:5]=[C:6]([S:8][CH3:9])[N:7]=1.CC(C[AlH]CC(C)C)C.Cl, predict the reaction product. The product is: [Cl:1][C:2]1[C:3]([CH:10]=[O:11])=[N:4][CH:5]=[C:6]([S:8][CH3:9])[N:7]=1. (2) The product is: [OH:24][CH2:23][CH2:22][NH:21][C:18]([C:16]1[CH:15]=[CH:14][CH:13]=[C:12]([C:4]2[S:5][C:6]3[CH:11]=[CH:10][CH:9]=[CH:8][C:7]=3[C:2](=[O:1])[N:3]=2)[N:17]=1)=[O:20]. Given the reactants [O:1]=[C:2]1[C:7]2[CH:8]=[CH:9][CH:10]=[CH:11][C:6]=2[S:5][C:4]([C:12]2[N:17]=[C:16]([C:18]([OH:20])=O)[CH:15]=[CH:14][CH:13]=2)=[N:3]1.[NH2:21][CH2:22][CH2:23][OH:24].CCN=C=NCCCN(C)C.C1C=CC2N(O)N=NC=2C=1, predict the reaction product. (3) The product is: [CH:7]1([N:6]([CH2:5][C:4]2[CH:10]=[CH:11][CH:12]=[C:2]([I:1])[CH:3]=2)[C:13]([NH2:15])=[S:14])[CH2:8][CH2:9]1. Given the reactants [I:1][C:2]1[CH:3]=[C:4]([CH:10]=[CH:11][CH:12]=1)[CH2:5][NH:6][CH:7]1[CH2:9][CH2:8]1.[C:13](N1C=CN=C1)([N:15]1C=CN=C1)=[S:14].CCN(C(C)C)C(C)C.N, predict the reaction product. (4) Given the reactants [F:1][C:2]([F:20])([F:19])[C:3]1[N:7]2[N:8]=[C:9]([N:12]3[CH2:17][CH2:16][C:15](=[O:18])[CH2:14][CH2:13]3)[CH:10]=[CH:11][C:6]2=[N:5][N:4]=1.Br[C:22]1[CH:29]=[CH:28][CH:27]=[CH:26][C:23]=1[C:24]#[N:25], predict the reaction product. The product is: [OH:18][C:15]1([C:22]2[CH:29]=[CH:28][CH:27]=[CH:26][C:23]=2[C:24]#[N:25])[CH2:16][CH2:17][N:12]([C:9]2[CH:10]=[CH:11][C:6]3[N:7]([C:3]([C:2]([F:1])([F:19])[F:20])=[N:4][N:5]=3)[N:8]=2)[CH2:13][CH2:14]1. (5) The product is: [C:6]([O:5][C:1]([CH3:4])([CH3:2])[CH3:3])(=[O:24])[CH2:7][CH2:8][CH2:9][CH2:10][CH2:11][CH2:12][CH2:13][CH2:14][CH2:15][CH2:16][CH2:17][CH2:18][CH2:19][CH2:20][C:21]([O:23][C:30]1[C:31]([F:40])=[C:32]([F:39])[C:33]([F:38])=[C:34]([F:37])[C:35]=1[F:36])=[O:22]. Given the reactants [C:1]([O:5][C:6](=[O:24])[CH2:7][CH2:8][CH2:9][CH2:10][CH2:11][CH2:12][CH2:13][CH2:14][CH2:15][CH2:16][CH2:17][CH2:18][CH2:19][CH2:20][C:21]([OH:23])=[O:22])([CH3:4])([CH3:3])[CH3:2].FC(F)(F)C(O[C:30]1[C:35]([F:36])=[C:34]([F:37])[C:33]([F:38])=[C:32]([F:39])[C:31]=1[F:40])=O.N1C=CC=CC=1, predict the reaction product.